This data is from Full USPTO retrosynthesis dataset with 1.9M reactions from patents (1976-2016). The task is: Predict the reactants needed to synthesize the given product. The reactants are: [H-].[Na+].[Br:3][C:4]1[C:10]([O:11][CH3:12])=[CH:9][C:7]([NH2:8])=[C:6]([N+:13]([O-:15])=[O:14])[CH:5]=1.Cl[CH2:17][C:18]1[CH:28]=[CH:27][C:21]2[N:22]=[C:23]([S:25][CH3:26])[S:24][C:20]=2[CH:19]=1. Given the product [Br:3][C:4]1[C:10]([O:11][CH3:12])=[CH:9][C:7]([NH:8][CH2:17][C:18]2[CH:28]=[CH:27][C:21]3[N:22]=[C:23]([S:25][CH3:26])[S:24][C:20]=3[CH:19]=2)=[C:6]([N+:13]([O-:15])=[O:14])[CH:5]=1, predict the reactants needed to synthesize it.